Dataset: Reaction yield outcomes from USPTO patents with 853,638 reactions. Task: Predict the reaction yield, written as a fraction of the theoretical maximum amount of product (1.0 means a 100% yield; for example, 0.34 means a 34% yield). (1) The reactants are C([C@H]1C(=O)N[C@@H](C2OC=NC=2)CN1C(OC(C)(C)C)=O)C(C)C.C1([C@@H]2C[C@H]2C(O)=O)C=CC=CC=1.F[C:37]1[CH:42]=[CH:41][C:40]([C:43]2ON=[C:45]([C:48]([N:50]3[CH2:55][C@H:54]([C:56]4[O:60][CH:59]=[N:58][CH:57]=4)[NH:53][C:52](=[O:61])[C@@H:51]3[CH2:62][CH:63]([CH3:65])[CH3:64])=[O:49])[CH:44]=2)=[CH:39][CH:38]=1. No catalyst specified. The product is [CH2:62]([C@@H:51]1[N:50]([C:48]([C@@H:45]2[CH2:44][C@H:43]2[C:40]2[CH:41]=[CH:42][CH:37]=[CH:38][CH:39]=2)=[O:49])[CH2:55][C@H:54]([C:56]2[O:60][CH:59]=[N:58][CH:57]=2)[NH:53][C:52]1=[O:61])[CH:63]([CH3:65])[CH3:64]. The yield is 0.550. (2) The reactants are Br[C:2]1[C:7]2=[N:8][C:9]([C:12]([NH2:14])=[O:13])=[CH:10][N:11]=[C:6]2[CH:5]=[N:4][CH:3]=1.[CH3:15][N:16]1[C:20](B2OC(C)(C)C(C)(C)O2)=[CH:19][CH:18]=[N:17]1.C(=O)([O-])[O-].[Cs+].[Cs+].O1CCOCC1. The catalyst is C1(P([C-]2C=CC=C2)C2C=CC=CC=2)C=CC=CC=1.[C-]1(P(C2C=CC=CC=2)C2C=CC=CC=2)C=CC=C1.[Fe+2].[Pd](Cl)Cl.O. The product is [CH3:15][N:16]1[C:20]([C:2]2[C:7]3=[N:8][C:9]([C:12]([NH2:14])=[O:13])=[CH:10][N:11]=[C:6]3[CH:5]=[N:4][CH:3]=2)=[CH:19][CH:18]=[N:17]1. The yield is 0.410. (3) The reactants are [C:1]([O:5][C:6]([NH:8][CH2:9][C:10]1[C:11]([C:25]2[CH:30]=[CH:29][C:28]([CH3:31])=[CH:27][CH:26]=2)=[C:12]([CH2:21][C:22](O)=[O:23])[C:13]([CH3:20])=[N:14][C:15]=1[CH2:16][CH:17]([CH3:19])[CH3:18])=[O:7])([CH3:4])([CH3:3])[CH3:2].[CH:32]1([NH2:35])[CH2:34][CH2:33]1.ON1C2C=CC=CC=2N=N1.Cl.C(N=C=NCCCN(C)C)C. The catalyst is C(OCC)(=O)C.CN(C)C=O. The product is [CH:32]1([NH:35][C:22](=[O:23])[CH2:21][C:12]2[C:11]([C:25]3[CH:30]=[CH:29][C:28]([CH3:31])=[CH:27][CH:26]=3)=[C:10]([CH2:9][NH:8][C:6](=[O:7])[O:5][C:1]([CH3:3])([CH3:2])[CH3:4])[C:15]([CH2:16][CH:17]([CH3:19])[CH3:18])=[N:14][C:13]=2[CH3:20])[CH2:34][CH2:33]1. The yield is 0.690. (4) The reactants are [Cl:1][C:2]1[CH:7]=[CH:6][C:5]([O:8][C:9]2[CH:14]=[CH:13][C:12]([CH2:15][CH2:16][O:17][C:18]3[NH:19][CH:20]=[C:21]([CH2:25][CH3:26])[C:22](=[O:24])[N:23]=3)=[CH:11][CH:10]=2)=[CH:4][C:3]=1[C:27]([F:30])([F:29])[F:28].[CH3:31][CH2:32]N(C(C)C)C(C)C.C(I)C. The catalyst is ClCCCl. The product is [Cl:1][C:2]1[CH:7]=[CH:6][C:5]([O:8][C:9]2[CH:10]=[CH:11][C:12]([CH2:15][CH2:16][O:17][C:18]3[N:19]([CH2:31][CH3:32])[CH:20]=[C:21]([CH2:25][CH3:26])[C:22](=[O:24])[N:23]=3)=[CH:13][CH:14]=2)=[CH:4][C:3]=1[C:27]([F:28])([F:30])[F:29]. The yield is 0.392.